From a dataset of NCI-60 drug combinations with 297,098 pairs across 59 cell lines. Regression. Given two drug SMILES strings and cell line genomic features, predict the synergy score measuring deviation from expected non-interaction effect. (1) Drug 1: C1=C(C(=O)NC(=O)N1)N(CCCl)CCCl. Drug 2: N.N.Cl[Pt+2]Cl. Cell line: SK-MEL-2. Synergy scores: CSS=7.99, Synergy_ZIP=-2.58, Synergy_Bliss=4.48, Synergy_Loewe=0.626, Synergy_HSA=1.23. (2) Drug 1: CCCCCOC(=O)NC1=NC(=O)N(C=C1F)C2C(C(C(O2)C)O)O. Drug 2: CC1CCC2CC(C(=CC=CC=CC(CC(C(=O)C(C(C(=CC(C(=O)CC(OC(=O)C3CCCCN3C(=O)C(=O)C1(O2)O)C(C)CC4CCC(C(C4)OC)O)C)C)O)OC)C)C)C)OC. Cell line: SF-539. Synergy scores: CSS=-0.640, Synergy_ZIP=2.18, Synergy_Bliss=-5.35, Synergy_Loewe=-6.22, Synergy_HSA=-6.12.